From a dataset of Forward reaction prediction with 1.9M reactions from USPTO patents (1976-2016). Predict the product of the given reaction. Given the reactants [CH2:1]([O:3][C:4]1[C:8]([CH2:9][CH2:10][CH2:11][OH:12])=[CH:7][N:6]([C:13]2[CH:18]=[CH:17][CH:16]=[CH:15][N:14]=2)[N:5]=1)[CH3:2].O[C:20]1[CH:21]=[C:22]([CH2:26][C:27]([O:29]C)=[O:28])[CH:23]=[CH:24][CH:25]=1.C(P(CCCC)CCCC)CCC.N(C(N1CCCCC1)=O)=NC(N1CCCCC1)=O, predict the reaction product. The product is: [CH2:1]([O:3][C:4]1[C:8]([CH2:9][CH2:10][CH2:11][O:12][C:20]2[CH:21]=[C:22]([CH2:26][C:27]([OH:29])=[O:28])[CH:23]=[CH:24][CH:25]=2)=[CH:7][N:6]([C:13]2[CH:18]=[CH:17][CH:16]=[CH:15][N:14]=2)[N:5]=1)[CH3:2].